Dataset: Catalyst prediction with 721,799 reactions and 888 catalyst types from USPTO. Task: Predict which catalyst facilitates the given reaction. (1) Reactant: C([Si](C)(C)[O:6][C:7]1[CH:14]=[CH:13][C:10]([CH:11]=[O:12])=[C:9]([CH:15]([CH3:17])[CH3:16])[CH:8]=1)(C)(C)C.[F-].C([N+](CCCC)(CCCC)CCCC)CCC. Product: [OH:6][C:7]1[CH:14]=[CH:13][C:10]([CH:11]=[O:12])=[C:9]([CH:15]([CH3:17])[CH3:16])[CH:8]=1. The catalyst class is: 1. (2) Reactant: [N:1]1[C:10]2[C:5](=[CH:6][CH:7]=[CH:8][C:9]=2[OH:11])[CH:4]=[CH:3][C:2]=1[OH:12].[Br:13][C:14]1[CH:15]=[C:16]([CH:19]=[C:20]([O:24][CH3:25])[C:21]=1[O:22][CH3:23])[CH:17]=O.[C:26](#[N:30])[CH2:27][C:28]#[N:29].C1N2CCN(CC2)C1. Product: [NH2:30][C:26]1[O:11][C:9]2[C:10]3[C:5](=[CH:4][CH:3]=[C:2]([OH:12])[N:1]=3)[CH:6]=[CH:7][C:8]=2[CH:17]([C:16]2[CH:19]=[C:20]([O:24][CH3:25])[C:21]([O:22][CH3:23])=[C:14]([Br:13])[CH:15]=2)[C:27]=1[C:28]#[N:29]. The catalyst class is: 40.